From a dataset of Catalyst prediction with 721,799 reactions and 888 catalyst types from USPTO. Predict which catalyst facilitates the given reaction. (1) Reactant: [Cl:1][C:2]1[N:10]=[C:9]2[C:5]([N:6]=[C:7]([CH:12]=O)[N:8]2[CH3:11])=[C:4]([N:14]2[CH2:19][CH2:18][O:17][CH2:16][CH2:15]2)[N:3]=1.[CH3:20][S:21]([N:24]1[CH2:29][CH2:28][NH:27][CH2:26][CH2:25]1)(=[O:23])=[O:22].COC(OC)OC.C(O)(=O)C.C(O[BH-](OC(=O)C)OC(=O)C)(=O)C.[Na+]. Product: [Cl:1][C:2]1[N:10]=[C:9]2[C:5]([N:6]=[C:7]([CH2:12][N:27]3[CH2:28][CH2:29][N:24]([S:21]([CH3:20])(=[O:23])=[O:22])[CH2:25][CH2:26]3)[N:8]2[CH3:11])=[C:4]([N:14]2[CH2:19][CH2:18][O:17][CH2:16][CH2:15]2)[N:3]=1. The catalyst class is: 68. (2) Reactant: N1(C(N2C=CN=C2)=O)C=CN=C1.[C:13]([OH:17])(=O)[C:14]#[CH:15].[F:18][C:19]1[CH:24]=[C:23]([F:25])[CH:22]=[CH:21][C:20]=1[C:26](=[O:39])[CH2:27][C:28]1[NH:32][C:31]2[CH2:33][CH:34]([CH3:38])[CH2:35][CH:36]([CH3:37])[C:30]=2[N:29]=1. Product: [F:18][C:19]1[CH:24]=[C:23]([F:25])[CH:22]=[CH:21][C:20]=1[C:26]([C:27]1[CH:15]=[CH:14][C:13](=[O:17])[N:32]2[C:31]3[CH2:33][CH:34]([CH3:38])[CH2:35][CH:36]([CH3:37])[C:30]=3[NH:29][C:28]=12)=[O:39]. The catalyst class is: 1. (3) The catalyst class is: 15. Product: [N+:1]([C:4]1[C:9]([CH3:10])=[CH:8][C:7]([CH3:11])=[C:6]([C:13]([OH:16])=[O:17])[C:5]=1[CH3:12])([O-:3])=[O:2]. Reactant: [N+:1]([C:4]1[C:9]([CH3:10])=[CH:8][C:7]([CH3:11])=[CH:6][C:5]=1[CH3:12])([O-:3])=[O:2].[CH:13]([OH:16])(C)C.[OH2:17].